From a dataset of Catalyst prediction with 721,799 reactions and 888 catalyst types from USPTO. Predict which catalyst facilitates the given reaction. (1) Reactant: [Br:1][C:2]1[CH:3]=[C:4]([CH2:8][NH:9][S:10]([CH2:13][CH3:14])(=[O:12])=[O:11])[CH:5]=[N:6][CH:7]=1.C(N(CC)CC)C.[CH2:22]([S:24](Cl)(=[O:26])=[O:25])[CH3:23]. Product: [Br:1][C:2]1[CH:3]=[C:4]([CH2:8][N:9]([S:24]([CH2:22][CH3:23])(=[O:26])=[O:25])[S:10]([CH2:13][CH3:14])(=[O:11])=[O:12])[CH:5]=[N:6][CH:7]=1. The catalyst class is: 2. (2) Reactant: [CH3:1][C@@H:2]1[C:8]2[CH:9]=[CH:10][C:11]([C:13]([O:15][CH2:16][CH3:17])=[O:14])=[CH:12][C:7]=2[O:6][CH2:5][CH2:4][N:3]1C(OC(C)(C)C)=O.C(O)(C(F)(F)F)=O. Product: [CH3:1][C@@H:2]1[C:8]2[CH:9]=[CH:10][C:11]([C:13]([O:15][CH2:16][CH3:17])=[O:14])=[CH:12][C:7]=2[O:6][CH2:5][CH2:4][NH:3]1. The catalyst class is: 2. (3) Reactant: [Cl:1][C:2]1[CH:7]=[C:6]([Cl:8])[CH:5]=[CH:4][C:3]=1[C:9](=O)[CH2:10]SC#N.[S-:15][C:16]#[N:17].[K+].Cl.[F:20][C:21]1[CH:26]=[C:25]([F:27])[CH:24]=[CH:23][C:22]=1[NH:28][NH2:29].O. Product: [F:20][C:21]1[CH:26]=[C:25]([F:27])[CH:24]=[CH:23][C:22]=1[NH:28][N:29]1[C:9]([C:3]2[CH:4]=[CH:5][C:6]([Cl:8])=[CH:7][C:2]=2[Cl:1])=[CH:10][NH:17][C:16]1=[S:15]. The catalyst class is: 15. (4) Reactant: [F:1][C:2]1([F:16])[CH:7]([OH:8])[CH2:6][CH2:5][N:4]([C:9]([O:11][C:12]([CH3:15])([CH3:14])[CH3:13])=[O:10])[CH2:3]1.[H-].[Na+].[Cl:19][C:20]1[C:25](Cl)=[N:24][CH:23]=[CH:22][N:21]=1.C(=O)([O-])O.[Na+]. Product: [Cl:19][C:20]1[C:25]([O:8][CH:7]2[CH2:6][CH2:5][N:4]([C:9]([O:11][C:12]([CH3:13])([CH3:15])[CH3:14])=[O:10])[CH2:3][C:2]2([F:1])[F:16])=[N:24][CH:23]=[CH:22][N:21]=1. The catalyst class is: 3.